This data is from Catalyst prediction with 721,799 reactions and 888 catalyst types from USPTO. The task is: Predict which catalyst facilitates the given reaction. (1) Reactant: [CH3:1][C@@H:2]1[CH2:7][NH:6][CH2:5][CH2:4][NH:3]1.Cl[C:9]1[N:16]=[CH:15][CH:14]=[CH:13][C:10]=1[C:11]#[N:12].C(N(CC)CC)C.C(=O)(O)[O-].[Na+]. Product: [NH3:3].[CH3:1][C@H:2]1[NH:3][CH2:4][CH2:5][N:6]([C:9]2[N:16]=[CH:15][CH:14]=[CH:13][C:10]=2[C:11]#[N:12])[CH2:7]1. The catalyst class is: 7. (2) The catalyst class is: 7. Reactant: [CH3:1][O:2][C:3](=[O:28])[C:4]1[CH:9]=[CH:8][C:7]([O:10][CH2:11][C:12](=O)[NH:13]N2CCCCC2)=[CH:6][C:5]=1[O:21][CH2:22][CH2:23][CH2:24][CH2:25][O:26][CH3:27]. Product: [CH3:1][O:2][C:3](=[O:28])[C:4]1[CH:9]=[CH:8][C:7]([O:10][CH2:11][CH2:12][N:13]2[CH2:8][CH2:9][CH2:4][CH2:5][CH2:6]2)=[CH:6][C:5]=1[O:21][CH2:22][CH2:23][CH2:24][CH2:25][O:26][CH3:27]. (3) Reactant: [C:1]([C:5]1[O:9][N:8]=[C:7]([NH:10][C:11]2[CH:16]=[CH:15][N:14]=[C:13](Cl)[N:12]=2)[CH:6]=1)([CH3:4])([CH3:3])[CH3:2].[CH3:18][C:19]1[CH:25]=[C:24]([O:26][CH3:27])[C:23]([O:28][CH3:29])=[CH:22][C:20]=1[NH2:21].C([O-])(O)=O.[Na+].O. Product: [C:1]([C:5]1[O:9][N:8]=[C:7]([NH:10][C:11]2[CH:16]=[CH:15][N:14]=[C:13]([NH:21][C:20]3[CH:22]=[C:23]([O:28][CH3:29])[C:24]([O:26][CH3:27])=[CH:25][C:19]=3[CH3:18])[N:12]=2)[CH:6]=1)([CH3:4])([CH3:3])[CH3:2]. The catalyst class is: 549. (4) Reactant: [Cl:1][C:2]1[CH:7]=[CH:6][C:5]([NH:8][C:9]2[N:14]=[C:13]([C:15](OCCOCC)=[O:16])[CH:12]=[CH:11][N:10]=2)=[CH:4][CH:3]=1.CC(C[AlH]CC(C)C)C. Product: [Cl:1][C:2]1[CH:3]=[CH:4][C:5]([NH:8][C:9]2[N:14]=[C:13]([CH2:15][OH:16])[CH:12]=[CH:11][N:10]=2)=[CH:6][CH:7]=1. The catalyst class is: 182.